This data is from Reaction yield outcomes from USPTO patents with 853,638 reactions. The task is: Predict the reaction yield, written as a fraction of the theoretical maximum amount of product (1.0 means a 100% yield; for example, 0.34 means a 34% yield). (1) The reactants are [F:1][C:2]([F:16])([F:15])[C:3](=[O:14])[CH2:4][C:5]([C:7]1[CH:12]=[CH:11][C:10](Br)=[CH:9][CH:8]=1)=[O:6].[O:17]1[CH:21]=[CH:20][CH:19]=[C:18]1B(O)O.C([O-])(O)=O.[Na+]. The catalyst is COCCOC.C1C=CC(P(C2C=CC=CC=2)C2C=CC=CC=2)=CC=1.C1C=CC(P(C2C=CC=CC=2)C2C=CC=CC=2)=CC=1.Cl[Pd]Cl. The product is [F:1][C:2]([F:16])([F:15])[C:3](=[O:14])[CH2:4][C:5]([C:7]1[CH:12]=[CH:11][C:10]([C:18]2[O:17][CH:21]=[CH:20][CH:19]=2)=[CH:9][CH:8]=1)=[O:6]. The yield is 0.612. (2) The reactants are [Cl:1][C:2]1[C:15]2[C:14](=[O:16])[C:13]3[C:8](=[CH:9][CH:10]=[CH:11][CH:12]=3)[S:7][C:6]=2[C:5]([O:17][CH2:18][CH2:19][CH2:20]I)=[CH:4][CH:3]=1.[NH:22]([CH2:26][CH2:27][OH:28])[CH2:23][CH2:24][OH:25]. The product is [OH:25][CH2:24][CH2:23][N:22]([CH2:26][CH2:27][OH:28])[CH2:20][CH2:19][CH2:18][O:17][C:5]1[C:6]2[S:7][C:8]3[C:13](=[CH:12][CH:11]=[CH:10][CH:9]=3)[C:14](=[O:16])[C:15]=2[C:2]([Cl:1])=[CH:3][CH:4]=1. The yield is 0.560. The catalyst is C(#N)C. (3) The reactants are [NH2:1][CH2:2][C:3]1[CH:4]=[C:5]([CH:31]=[CH:32][CH:33]=1)[CH2:6][N:7]([CH2:20][C:21]1[CH:26]=[CH:25][C:24]([C:27]([F:30])([F:29])[F:28])=[CH:23][CH:22]=1)[S:8]([C:11]1[CH:16]=[C:15]([Cl:17])[CH:14]=[C:13]([Cl:18])[C:12]=1[OH:19])(=[O:10])=[O:9].[F:34][C:35]1[CH:40]=[C:39]([F:41])[CH:38]=[CH:37][C:36]=1[N:42]=[C:43]=[O:44]. The catalyst is CN(C=O)C. The product is [Cl:18][C:13]1[C:12]([OH:19])=[C:11]([S:8]([N:7]([CH2:6][C:5]2[CH:31]=[CH:32][CH:33]=[C:3]([CH2:2][NH:1][C:43]([NH:42][C:36]3[CH:37]=[CH:38][C:39]([F:41])=[CH:40][C:35]=3[F:34])=[O:44])[CH:4]=2)[CH2:20][C:21]2[CH:22]=[CH:23][C:24]([C:27]([F:29])([F:28])[F:30])=[CH:25][CH:26]=2)(=[O:9])=[O:10])[CH:16]=[C:15]([Cl:17])[CH:14]=1. The yield is 0.570. (4) The reactants are CC(C)([O-])C.[Na+].Cl[C:8]1[C:13]([CH2:14][N:15]([CH3:24])[CH2:16][CH:17]([CH:19]2[CH2:23][CH2:22][CH2:21][O:20]2)[OH:18])=[C:12]([CH3:25])[CH:11]=[C:10]([Cl:26])[N:9]=1. The catalyst is C1COCC1.CCOC(C)=O. The product is [Cl:26][C:10]1[CH:11]=[C:12]([CH3:25])[C:13]2[CH2:14][N:15]([CH3:24])[CH2:16][CH:17]([CH:19]3[CH2:23][CH2:22][CH2:21][O:20]3)[O:18][C:8]=2[N:9]=1. The yield is 0.810. (5) The reactants are [CH2:1]([O:8][C:9]1[CH:14]=[CH:13][C:12]([NH:15][C:16](=O)[C:17]2[CH:22]=[CH:21][C:20]([Cl:23])=[C:19]([N+:24]([O-:26])=[O:25])[CH:18]=2)=[CH:11][CH:10]=1)[C:2]1[CH:7]=[CH:6][CH:5]=[CH:4][CH:3]=1.COC1C=CC(P2(SP(C3C=CC(OC)=CC=3)(=S)S2)=[S:37])=CC=1. The catalyst is O1CCOCC1. The product is [CH2:1]([O:8][C:9]1[CH:14]=[CH:13][C:12]([NH:15][C:16](=[S:37])[C:17]2[CH:22]=[CH:21][C:20]([Cl:23])=[C:19]([N+:24]([O-:26])=[O:25])[CH:18]=2)=[CH:11][CH:10]=1)[C:2]1[CH:7]=[CH:6][CH:5]=[CH:4][CH:3]=1. The yield is 0.770. (6) The reactants are Br[CH2:2][C:3]1[C:8]([C:9]#[N:10])=[CH:7][CH:6]=[C:5]([O:11][CH3:12])[N:4]=1.[NH2:13][C:14]1[C:15]2[C:16](=[N:20][N:21]([CH2:23][C:24]3[CH:29]=[CH:28][C:27]([CH2:30][N:31]4[CH:36]=[CH:35][CH:34]=[CH:33][C:32]4=[O:37])=[CH:26][CH:25]=3)[CH:22]=2)[N:17]=[CH:18][N:19]=1. The catalyst is CN(C)C=O. The product is [CH3:12][O:11][C:5]1[N:4]=[C:3]([CH2:2][NH:13][C:14]2[C:15]3[C:16](=[N:20][N:21]([CH2:23][C:24]4[CH:25]=[CH:26][C:27]([CH2:30][N:31]5[CH:36]=[CH:35][CH:34]=[CH:33][C:32]5=[O:37])=[CH:28][CH:29]=4)[CH:22]=3)[N:17]=[CH:18][N:19]=2)[C:8]([C:9]#[N:10])=[CH:7][CH:6]=1. The yield is 0.280.